Dataset: Forward reaction prediction with 1.9M reactions from USPTO patents (1976-2016). Task: Predict the product of the given reaction. Given the reactants [CH3:1][C:2]1[CH:10]=[C:9]([O:11][CH3:12])[CH:8]=[CH:7][C:3]=1[C:4]([OH:6])=[O:5].OS(O)(=O)=O.[CH3:18]O, predict the reaction product. The product is: [CH3:18][O:5][C:4](=[O:6])[C:3]1[CH:7]=[CH:8][C:9]([O:11][CH3:12])=[CH:10][C:2]=1[CH3:1].